This data is from Full USPTO retrosynthesis dataset with 1.9M reactions from patents (1976-2016). The task is: Predict the reactants needed to synthesize the given product. (1) Given the product [CH2:23]([O:25][C:26]([N:28]1[CH2:33][CH2:32][C:31]2[C:34]([C:38]#[N:39])=[C:35]([NH:37][C:1](=[O:11])[CH2:2][CH2:3][C:4]3[CH:5]=[CH:6][CH:7]=[CH:8][CH:9]=3)[S:36][C:30]=2[CH2:29]1)=[O:27])[CH3:24], predict the reactants needed to synthesize it. The reactants are: [C:1]([OH:11])(=O)[CH2:2][CH2:3][C:4]1[CH:9]=[CH:8][CH:7]=[CH:6][CH:5]=1.CN(C=O)C.C(Cl)(=O)C(Cl)=O.[CH2:23]([O:25][C:26]([N:28]1[CH2:33][CH2:32][C:31]2[C:34]([C:38]#[N:39])=[C:35]([NH2:37])[S:36][C:30]=2[CH2:29]1)=[O:27])[CH3:24].C(N(C(C)C)CC)(C)C. (2) Given the product [CH3:38][N:21]1[C:20]([C:17]2[CH:18]=[CH:19][C:14]([C:13]([NH:12][C@H:4]([CH2:5][C:6]3[CH:11]=[CH:10][CH:9]=[CH:8][CH:7]=3)[C:3]([OH:40])=[O:2])=[O:39])=[CH:15][CH:16]=2)=[C:24]([NH:25][C:26]([O:28][C@@H:29]([C:31]2[CH:32]=[CH:33][CH:34]=[CH:35][CH:36]=2)[CH3:30])=[O:27])[C:23]([CH3:37])=[N:22]1, predict the reactants needed to synthesize it. The reactants are: C[O:2][C:3](=[O:40])[C@H:4]([NH:12][C:13](=[O:39])[C:14]1[CH:19]=[CH:18][C:17]([C:20]2[N:21]([CH3:38])[N:22]=[C:23]([CH3:37])[C:24]=2[NH:25][C:26]([O:28][C@@H:29]([C:31]2[CH:36]=[CH:35][CH:34]=[CH:33][CH:32]=2)[CH3:30])=[O:27])=[CH:16][CH:15]=1)[CH2:5][C:6]1[CH:11]=[CH:10][CH:9]=[CH:8][CH:7]=1.[OH-].[Li+].Cl. (3) Given the product [CH3:6][N:8]1[CH:12]2[CH2:13][CH2:14][CH2:15][CH:11]2[NH:10][C:9]1=[O:17], predict the reactants needed to synthesize it. The reactants are: C(O[C:6]([N:8]1[CH:12]2[CH2:13][CH2:14][CH2:15][CH:11]2[N:10](C)[C:9]1=[O:17])=O)(C)(C)C.FC(F)(F)C(O)=O. (4) The reactants are: Cl[C:2]1[N:7]=[C:6]([C:8]2[CH:9]=[CH:10][C:11]([O:16][CH3:17])=[C:12]([CH:15]=2)[C:13]#[N:14])[CH:5]=[CH:4][N:3]=1.[NH2:18][C:19]1[CH:20]=[C:21]([NH:25][C:26](=[O:32])[O:27][C:28]([CH3:31])([CH3:30])[CH3:29])[CH:22]=[CH:23][CH:24]=1. Given the product [C:13]([C:12]1[CH:15]=[C:8]([C:6]2[CH:5]=[CH:4][N:3]=[C:2]([NH:18][C:19]3[CH:20]=[C:21]([NH:25][C:26](=[O:32])[O:27][C:28]([CH3:30])([CH3:29])[CH3:31])[CH:22]=[CH:23][CH:24]=3)[N:7]=2)[CH:9]=[CH:10][C:11]=1[O:16][CH3:17])#[N:14], predict the reactants needed to synthesize it. (5) Given the product [CH3:9][C:5]([CH3:10])([C:6]([NH:40][S:37]([CH3:36])(=[O:39])=[O:38])=[O:7])[C:4]([O:3][CH2:1][CH3:2])=[O:11], predict the reactants needed to synthesize it. The reactants are: [CH2:1]([O:3][C:4](=[O:11])[C:5]([CH3:10])([CH3:9])[C:6](O)=[O:7])[CH3:2].C1CCC(N=C=NC2CCCCC2)CC1.CN(C1C=CC=CN=1)C.[CH3:36][S:37]([NH2:40])(=[O:39])=[O:38]. (6) Given the product [O:11]=[C:5]([NH:4][CH2:3][C:2](=[O:1])[CH3:12])[C:6]([O:8][CH2:9][CH3:10])=[O:7], predict the reactants needed to synthesize it. The reactants are: [OH:1][CH:2]([CH3:12])[CH2:3][NH:4][C:5](=[O:11])[C:6]([O:8][CH2:9][CH3:10])=[O:7].CC(OI1(OC(C)=O)(OC(C)=O)OC(=O)C2C=CC=CC1=2)=O.